This data is from Reaction yield outcomes from USPTO patents with 853,638 reactions. The task is: Predict the reaction yield, written as a fraction of the theoretical maximum amount of product (1.0 means a 100% yield; for example, 0.34 means a 34% yield). (1) The reactants are [CH3:1][O:2][C:3]1[C:4]([C:13]([O:15]C)=[O:14])=[CH:5][C:6]2[C:11]([CH:12]=1)=[CH:10][CH:9]=[CH:8][CH:7]=2.O.[OH-].[Na+].C(O)(=O)CC(CC(O)=O)(C(O)=O)O. The catalyst is CO. The product is [CH3:1][O:2][C:3]1[C:4]([C:13]([OH:15])=[O:14])=[CH:5][C:6]2[C:11]([CH:12]=1)=[CH:10][CH:9]=[CH:8][CH:7]=2. The yield is 0.920. (2) The reactants are [CH2:1]([C:3]1([CH2:8][CH2:9][OH:10])[O:7][CH2:6][CH2:5][O:4]1)C.[CH3:11][O:12]CC(=O)CC(OC)=O. No catalyst specified. The product is [CH3:11][O:12][CH2:1][C:3]1([CH2:8][CH2:9][OH:10])[O:4][CH2:5][CH2:6][O:7]1. The yield is 0.500. (3) The reactants are C1(C)C=CC(S([CH2:10][N+:11]#[C-:12])(=O)=O)=CC=1.C(=O)([O-])[O-].[K+].[K+].CO.[CH3:22][C:23]1[CH:42]=[CH:41][C:40]([CH3:43])=[CH:39][C:24]=1[O:25][CH2:26][C:27]1[CH:32]=[CH:31][CH:30]=[CH:29][C:28]=1[C:33](=[N:36][O:37][CH3:38])[CH:34]=[O:35]. The catalyst is CCOCC. The product is [CH3:38][O:37][N:36]=[C:33]([C:34]1[O:35][CH:12]=[N:11][CH:10]=1)[C:28]1[CH:29]=[CH:30][CH:31]=[CH:32][C:27]=1[CH2:26][O:25][C:24]1[CH:39]=[C:40]([CH3:43])[CH:41]=[CH:42][C:23]=1[CH3:22]. The yield is 0.446. (4) The reactants are [CH3:1][C:2]1[C:7]([C:8]#[N:9])=[C:6]([NH:10][C@H:11]([C:13]2[N:18]=[C:17]3[CH:19]=[CH:20][N:21]([CH3:22])[C:16]3=[CH:15][C:14]=2[N:23]2[CH2:28][CH2:27][O:26][CH2:25][CH2:24]2)[CH3:12])[N:5]=[C:4](S(C)(=O)=O)[N:3]=1.[NH3:33]. The catalyst is O1CCOCC1. The product is [NH2:33][C:4]1[N:3]=[C:2]([CH3:1])[C:7]([C:8]#[N:9])=[C:6]([NH:10][C@H:11]([C:13]2[N:18]=[C:17]3[CH:19]=[CH:20][N:21]([CH3:22])[C:16]3=[CH:15][C:14]=2[N:23]2[CH2:28][CH2:27][O:26][CH2:25][CH2:24]2)[CH3:12])[N:5]=1. The yield is 0.170.